This data is from Human liver microsome stability data. The task is: Regression/Classification. Given a drug SMILES string, predict its absorption, distribution, metabolism, or excretion properties. Task type varies by dataset: regression for continuous measurements (e.g., permeability, clearance, half-life) or binary classification for categorical outcomes (e.g., BBB penetration, CYP inhibition). Dataset: hlm. The drug is CC(C)CCn1nc(N2CCCCC2C)c(O)c(C2=NS(=O)(=O)c3cc(NS(C)(=O)=O)ccc3N2)c1=O. The result is 1 (stable in human liver microsomes).